Dataset: Forward reaction prediction with 1.9M reactions from USPTO patents (1976-2016). Task: Predict the product of the given reaction. The product is: [C:10]([C:6]1[CH:5]=[C:4]([CH:9]=[CH:8][CH:7]=1)[C:3]([NH:14][NH2:15])=[O:2])#[N:11]. Given the reactants C[O:2][C:3](=O)[C:4]1[CH:9]=[CH:8][CH:7]=[C:6]([C:10]#[N:11])[CH:5]=1.O.[NH2:14][NH2:15], predict the reaction product.